The task is: Binary Classification. Given a drug SMILES string, predict its activity (active/inactive) in a high-throughput screening assay against a specified biological target.. This data is from HIV replication inhibition screening data with 41,000+ compounds from the AIDS Antiviral Screen. (1) The compound is CC(C)(O)O.CC1(O)C(O)C(O)C1(O)CO. The result is 0 (inactive). (2) The compound is Cl.c1cnc2c(c1)-n1cccc1C1(CCCCC1)NN2. The result is 0 (inactive). (3) The molecule is O=CC(O)C(O)C(O)C1CNC(=S)O1. The result is 0 (inactive). (4) The molecule is O=S(=O)(CC#CCO)c1ccc2ccccc2c1. The result is 0 (inactive). (5) The drug is Cc1nc2c(=O)[nH]c(=O)nc-2n(CCO)c1C. The result is 0 (inactive).